The task is: Predict the reaction yield, written as a fraction of the theoretical maximum amount of product (1.0 means a 100% yield; for example, 0.34 means a 34% yield).. This data is from Reaction yield outcomes from USPTO patents with 853,638 reactions. (1) The reactants are [OH:1][C@H:2]1[CH2:6][CH2:5][NH:4][CH2:3]1.[CH:7](=O)[C:8]1[CH:13]=[CH:12][CH:11]=[CH:10][CH:9]=1.C(O[BH-](OC(=O)C)OC(=O)C)(=O)C.[Na+]. No catalyst specified. The product is [CH2:7]([N:4]1[CH2:5][CH2:6][C@H:2]([OH:1])[CH2:3]1)[C:8]1[CH:13]=[CH:12][CH:11]=[CH:10][CH:9]=1. The yield is 0.730. (2) The reactants are Cl.[NH2:2][CH2:3][C:4]1[CH:5]=[C:6]2[C:10](=[CH:11][CH:12]=1)[C:9](=[O:13])[N:8]([CH:14]1[CH2:19][CH2:18][C:17](=[O:20])[NH:16][C:15]1=[O:21])[C:7]2=[O:22].[Cl:23][C:24]1[CH:25]=[C:26]([CH:30]=[CH:31][C:32]=1[Cl:33])[C:27](Cl)=[O:28].CCN(C(C)C)C(C)C. The catalyst is C1COCC1. The product is [Cl:23][C:24]1[CH:25]=[C:26]([CH:30]=[CH:31][C:32]=1[Cl:33])[C:27]([NH:2][CH2:3][C:4]1[CH:5]=[C:6]2[C:10](=[CH:11][CH:12]=1)[C:9](=[O:13])[N:8]([CH:14]1[CH2:19][CH2:18][C:17](=[O:20])[NH:16][C:15]1=[O:21])[C:7]2=[O:22])=[O:28]. The yield is 0.890.